From a dataset of Catalyst prediction with 721,799 reactions and 888 catalyst types from USPTO. Predict which catalyst facilitates the given reaction. (1) Reactant: [C:1]([C:3]1[CH:4]=[CH:5][C:6]2[N:7]([C:9]([C:12]([O-:14])=O)=[CH:10][N:11]=2)[CH:8]=1)#[N:2].[Li+].ClC1C=C(Cl)C=C(Cl)C=1C(Cl)=O.[CH3:28][C:29]1[C:37]2[C:36]([NH2:38])=[CH:35][CH:34]=[CH:33][C:32]=2[N:31]([CH2:39][C:40]2[CH:45]=[CH:44][CH:43]=[C:42]([CH3:46])[N:41]=2)[N:30]=1.C(=O)(O)[O-].[Na+]. Product: [C:1]([C:3]1[CH:4]=[CH:5][C:6]2[N:7]([C:9]([C:12]([NH:38][C:36]3[CH:35]=[CH:34][CH:33]=[C:32]4[C:37]=3[C:29]([CH3:28])=[N:30][N:31]4[CH2:39][C:40]3[CH:45]=[CH:44][CH:43]=[C:42]([CH3:46])[N:41]=3)=[O:14])=[CH:10][N:11]=2)[CH:8]=1)#[N:2]. The catalyst class is: 37. (2) Reactant: [CH2:1]([O:3][C:4]1[C:5](/[C:18](/[CH2:31][CH3:32])=[C:19](/[F:30])\[CH:20]=[CH:21]\[C:22](\[CH3:29])=[CH:23]\[C:24]([O:26]CC)=[O:25])=[CH:6][C:7]2[C:8]([CH2:16][CH3:17])=[CH:9][CH2:10][C:11]([CH3:15])([CH3:14])[C:12]=2[CH:13]=1)[CH3:2].[OH-].[Na+]. Product: [CH2:1]([O:3][C:4]1[C:5](/[C:18](/[CH2:31][CH3:32])=[C:19](/[F:30])\[CH:20]=[CH:21]\[C:22](\[CH3:29])=[CH:23]\[C:24]([OH:26])=[O:25])=[CH:6][C:7]2[C:8]([CH2:16][CH3:17])=[CH:9][CH2:10][C:11]([CH3:15])([CH3:14])[C:12]=2[CH:13]=1)[CH3:2]. The catalyst class is: 8. (3) Reactant: [CH3:1][N:2]([CH3:19])[C:3]([O:5][C:6]1([C:14]([O:16]CC)=[O:15])[CH2:11][CH2:10][C:9]([F:13])([F:12])[CH2:8][CH2:7]1)=[O:4].O[Li].O. Product: [CH3:1][N:2]([CH3:19])[C:3]([O:5][C:6]1([C:14]([OH:16])=[O:15])[CH2:7][CH2:8][C:9]([F:13])([F:12])[CH2:10][CH2:11]1)=[O:4]. The catalyst class is: 87. (4) Reactant: [OH:1][C:2]1[CH:3]=[C:4]([C:8]2[N:9]=[CH:10][NH:11][CH:12]=2)[CH:5]=[CH:6][CH:7]=1.C(N(CC)CC)C.[C:20]([O:24][C:25](O[C:25]([O:24][C:20]([CH3:23])([CH3:22])[CH3:21])=[O:26])=[O:26])([CH3:23])([CH3:22])[CH3:21].CN(C=O)C. Product: [OH:1][C:2]1[CH:3]=[C:4]([C:8]2[N:9]=[CH:10][N:11]([C:25]([O:24][C:20]([CH3:23])([CH3:22])[CH3:21])=[O:26])[CH:12]=2)[CH:5]=[CH:6][CH:7]=1. The catalyst class is: 1. (5) Reactant: [CH3:1][O:2][C:3]1[CH:4]=[C:5]2[C:10](=[CH:11][CH:12]=1)[CH:9]=[C:8]([C:13](=O)[CH2:14][CH2:15][CH2:16][CH2:17][CH2:18][CH3:19])[CH:7]=[CH:6]2.[C:21]1([NH:27]N)[CH:26]=[CH:25][CH:24]=[CH:23][CH:22]=1.C1(C)C=CC(S(O)(=O)=O)=CC=1.N1C2C(=CC=CC=2)C=C1. Product: [CH3:1][O:2][C:3]1[CH:4]=[C:5]2[C:10](=[CH:11][CH:12]=1)[CH:9]=[C:8]([C:13]1[NH:27][C:21]3[C:26]([C:14]=1[CH2:15][CH2:16][CH2:17][CH2:18][CH3:19])=[CH:25][CH:24]=[CH:23][CH:22]=3)[CH:7]=[CH:6]2. The catalyst class is: 8.